Task: Predict which catalyst facilitates the given reaction.. Dataset: Catalyst prediction with 721,799 reactions and 888 catalyst types from USPTO (1) Reactant: [Br:1][C:2]1[CH:3]=[C:4]2[C:9](=[CH:10][CH:11]=1)[C:8](=[O:12])[NH:7][CH:6]=[CH:5]2.C1C(=O)N([Cl:20])C(=O)C1.O. Product: [Br:1][C:2]1[CH:3]=[C:4]2[C:9](=[CH:10][CH:11]=1)[C:8](=[O:12])[NH:7][CH:6]=[C:5]2[Cl:20]. The catalyst class is: 80. (2) Reactant: [C:1]([C:4]1[CH:9]=[CH:8][C:7]([CH:10]2[O:15][CH2:14][CH2:13][N:12]([C:16]([O:18][C:19]([CH3:22])([CH3:21])[CH3:20])=[O:17])[CH2:11]2)=[CH:6][CH:5]=1)(=[O:3])[CH3:2].[Li].C[Si]([N-][Si](C)(C)C)(C)C.[Cl:33][C:34]1[CH:42]=[CH:41][C:37]([C:38](Cl)=[O:39])=[CH:36][CH:35]=1. Product: [Cl:33][C:34]1[CH:42]=[CH:41][C:37]([C:38](=[O:39])[CH2:2][C:1]([C:4]2[CH:5]=[CH:6][C:7]([CH:10]3[O:15][CH2:14][CH2:13][N:12]([C:16]([O:18][C:19]([CH3:22])([CH3:21])[CH3:20])=[O:17])[CH2:11]3)=[CH:8][CH:9]=2)=[O:3])=[CH:36][CH:35]=1. The catalyst class is: 1. (3) Reactant: [CH3:1][O:2][C:3]([C:5]1[CH:13]=[C:12]2[C:8]([C:9]([CH2:14][N:15]3[CH2:20][CH2:19][O:18][CH2:17][CH2:16]3)=[CH:10][NH:11]2)=[CH:7][CH:6]=1)=[O:4].[H-].[Na+].[CH3:23]I. Product: [CH3:1][O:2][C:3]([C:5]1[CH:13]=[C:12]2[C:8]([C:9]([CH2:14][N:15]3[CH2:20][CH2:19][O:18][CH2:17][CH2:16]3)=[CH:10][N:11]2[CH3:23])=[CH:7][CH:6]=1)=[O:4]. The catalyst class is: 9. (4) Reactant: [Br:1][C:2]1[CH:3]=[CH:4][C:5]2[S:9][C:8]([S:10]([NH:13][C:14]3[CH:15]=[C:16]([CH:22]=[CH:23][CH:24]=3)[C:17]([O:19]CC)=[O:18])(=[O:12])=[O:11])=[C:7]([CH3:25])[C:6]=2[CH:26]=1.[OH-].[Na+]. Product: [Br:1][C:2]1[CH:3]=[CH:4][C:5]2[S:9][C:8]([S:10]([NH:13][C:14]3[CH:15]=[C:16]([CH:22]=[CH:23][CH:24]=3)[C:17]([OH:19])=[O:18])(=[O:12])=[O:11])=[C:7]([CH3:25])[C:6]=2[CH:26]=1. The catalyst class is: 14. (5) Reactant: C(P([CH2:8][C:9]([O-:11])=[O:10])(CC)CC)C.[H-].[Na+].[CH:14]1([CH:20]=O)[CH2:19][CH2:18][CH2:17][CH2:16][CH2:15]1.[Cl-].[NH4+].[CH2:24]1COC[CH2:25]1. Product: [CH2:24]([O:11][C:9](=[O:10])/[CH:8]=[CH:20]/[CH:14]1[CH2:19][CH2:18][CH2:17][CH2:16][CH2:15]1)[CH3:25]. The catalyst class is: 81. (6) Reactant: [OH:1][CH2:2][CH2:3][O:4][N:5]=[C:6]1[C:10](=O)[C:9]2[CH:12]=[CH:13][CH:14]=[CH:15][C:8]=2[O:7]1.Cl.[NH2:17][OH:18].O. Product: [OH:1][CH2:2][CH2:3][O:4][N:5]=[C:6]1[C:10](=[N:17][OH:18])[C:9]2[CH:12]=[CH:13][CH:14]=[CH:15][C:8]=2[O:7]1. The catalyst class is: 60. (7) Reactant: [F:1][C:2]1[CH:10]=[C:9]2[C:5]([C:6]([C:20]3[CH:21]=[N:22][NH:23][CH:24]=3)=[CH:7][N:8]2[S:11]([C:14]2[CH:19]=[CH:18][CH:17]=[CH:16][CH:15]=2)(=[O:13])=[O:12])=[CH:4][CH:3]=1.[H-].[Na+].[Br:27][CH2:28][CH2:29]Br. Product: [Br:27][CH2:28][CH2:29][N:23]1[CH:24]=[C:20]([C:6]2[C:5]3[C:9](=[CH:10][C:2]([F:1])=[CH:3][CH:4]=3)[N:8]([S:11]([C:14]3[CH:15]=[CH:16][CH:17]=[CH:18][CH:19]=3)(=[O:12])=[O:13])[CH:7]=2)[CH:21]=[N:22]1. The catalyst class is: 3. (8) Reactant: Cl.C([O:6][C:7](=[O:35])[CH2:8][N:9]([S:17]([C:20]1[CH:29]=[C:28]2[C:23]([C:24]([Cl:34])=[CH:25][N:26]=[C:27]2[NH:30][C:31]([NH2:33])=[NH:32])=[CH:22][CH:21]=1)(=[O:19])=[O:18])[CH2:10][CH:11]1[CH2:16][CH2:15][CH2:14][CH2:13][CH2:12]1)(C)(C)C. Product: [ClH:34].[Cl:34][C:24]1[C:23]2[C:28](=[CH:29][C:20]([S:17]([N:9]([CH2:10][CH:11]3[CH2:16][CH2:15][CH2:14][CH2:13][CH2:12]3)[CH2:8][C:7]([OH:35])=[O:6])(=[O:18])=[O:19])=[CH:21][CH:22]=2)[C:27]([NH:30][C:31]([NH2:33])=[NH:32])=[N:26][CH:25]=1. The catalyst class is: 12.